Dataset: Forward reaction prediction with 1.9M reactions from USPTO patents (1976-2016). Task: Predict the product of the given reaction. Given the reactants CC1(C)C2C=CC=C(P(C3C=CC=CC=3)C3C=CC=CC=3)C=2OC2C1=CC=CC=2P(C1C=CC=CC=1)C1C=CC=CC=1.I[C:44]1[C:45]2[C:46](=[CH:50][N:51]([CH2:53][CH2:54][CH2:55][O:56]C3CCCCO3)[N:52]=2)[N:47]=[CH:48][CH:49]=1.[F:63][C:64]1[C:65]([C:71]2[CH:76]=[C:75]([NH2:77])[C:74]([CH3:78])=[CH:73][N:72]=2)=[N:66][C:67]([CH3:70])=[CH:68][CH:69]=1.CC([O-])(C)C.[Na+].Cl, predict the reaction product. The product is: [F:63][C:64]1[C:65]([C:71]2[CH:76]=[C:75]([NH:77][C:44]3[C:45]4[C:46](=[CH:50][N:51]([CH2:53][CH2:54][CH2:55][OH:56])[N:52]=4)[N:47]=[CH:48][CH:49]=3)[C:74]([CH3:78])=[CH:73][N:72]=2)=[N:66][C:67]([CH3:70])=[CH:68][CH:69]=1.